Dataset: Catalyst prediction with 721,799 reactions and 888 catalyst types from USPTO. Task: Predict which catalyst facilitates the given reaction. (1) The catalyst class is: 91. Reactant: C[CH2:2][N:3]([CH2:6][CH3:7])[CH2:4][CH3:5].[C:8](Br)(=[O:15])[C:9]1[CH:14]=[CH:13][CH:12]=[CH:11][CH:10]=1.[N:17]#[C:18]N.C(O)(C(F)(F)F)=O.BrC#[N:29]. Product: [C:2]([N:3]1[CH2:6][CH2:7][CH2:5][CH:4]1[CH2:18][NH:17][C:8](=[O:15])[C:9]1[CH:14]=[CH:13][CH:12]=[CH:11][CH:10]=1)#[N:29]. (2) Reactant: C([C:8]([CH2:27][C:28]1[CH:33]=[CH:32][CH:31]=[C:30]([O:34][C:35]([F:40])([F:39])[CH:36]([F:38])[F:37])[CH:29]=1)([CH:12]([OH:26])[C:13]1[CH:18]=[CH:17][C:16]([O:19][C:20]2[CH:25]=[CH:24][CH:23]=[CH:22][CH:21]=2)=[CH:15][N:14]=1)[C:9]([OH:11])=[O:10])C1C=CC=CC=1.[H][H]. Product: [OH:26][CH:12]([C:13]1[CH:18]=[CH:17][C:16]([O:19][C:20]2[CH:25]=[CH:24][CH:23]=[CH:22][CH:21]=2)=[CH:15][N:14]=1)[CH:8]([CH2:27][C:28]1[CH:33]=[CH:32][CH:31]=[C:30]([O:34][C:35]([F:40])([F:39])[CH:36]([F:38])[F:37])[CH:29]=1)[C:9]([OH:11])=[O:10]. The catalyst class is: 29.